This data is from Reaction yield outcomes from USPTO patents with 853,638 reactions. The task is: Predict the reaction yield, written as a fraction of the theoretical maximum amount of product (1.0 means a 100% yield; for example, 0.34 means a 34% yield). (1) The reactants are [O:1]=[C:2]1[C:10]2([C:22]3[C:13](=[CH:14][C:15]4[O:20][CH2:19][CH2:18][O:17][C:16]=4[CH:21]=3)[O:12][CH2:11]2)[C:9]2[C:4](=[CH:5][CH:6]=[CH:7][CH:8]=2)[N:3]1[CH2:23][C:24]1[CH:25]=[C:26]([CH:30]=[CH:31][CH:32]=1)[C:27](O)=[O:28].C(Cl)(=O)C(Cl)=O.Cl.[CH3:40][NH:41][CH3:42].C(N(CC)CC)C. The catalyst is C(Cl)(Cl)Cl.CN(C)C=O.ClCCl. The product is [CH3:40][N:41]([CH3:42])[C:27](=[O:28])[C:26]1[CH:30]=[CH:31][CH:32]=[C:24]([CH2:23][N:3]2[C:4]3[C:9](=[CH:8][CH:7]=[CH:6][CH:5]=3)[C:10]3([C:22]4[C:13](=[CH:14][C:15]5[O:20][CH2:19][CH2:18][O:17][C:16]=5[CH:21]=4)[O:12][CH2:11]3)[C:2]2=[O:1])[CH:25]=1. The yield is 0.0800. (2) The reactants are [CH2:1]([O:3][C:4]([C:6]1[S:10][C:9](Cl)=[N:8][C:7]=1[C:12]1[CH:17]=[CH:16][CH:15]=[CH:14][CH:13]=1)=[O:5])[CH3:2].[N:18]1[C:22]2[CH:23]=[CH:24][CH:25]=[CH:26][C:21]=2[NH:20][CH:19]=1.[Li]N([Si](C)(C)C)[Si](C)(C)C.O. The catalyst is O1CCCC1. The product is [CH2:1]([O:3][C:4]([C:6]1[S:10][C:9]([N:18]2[C:22]3[CH:23]=[CH:24][CH:25]=[CH:26][C:21]=3[N:20]=[CH:19]2)=[N:8][C:7]=1[C:12]1[CH:17]=[CH:16][CH:15]=[CH:14][CH:13]=1)=[O:5])[CH3:2]. The yield is 0.610.